Predict the reaction yield, written as a fraction of the theoretical maximum amount of product (1.0 means a 100% yield; for example, 0.34 means a 34% yield). From a dataset of Reaction yield outcomes from USPTO patents with 853,638 reactions. (1) The reactants are CCN(C(C)C)C(C)C.Cl.[S:11]([N:21]1[C:25]2=[N:26][CH:27]=[C:28]([CH2:30][NH2:31])[N:29]=[C:24]2[CH:23]=[CH:22]1)([C:14]1[CH:20]=[CH:19][C:17]([CH3:18])=[CH:16][CH:15]=1)(=[O:13])=[O:12].[C:32]([N:39]1[CH2:44][CH2:43][CH2:42][C@@H:41]([C:45](O)=[O:46])[CH2:40]1)([O:34][C:35]([CH3:38])([CH3:37])[CH3:36])=[O:33].CN(C(ON1N=NC2C=CC=NC1=2)=[N+](C)C)C.F[P-](F)(F)(F)(F)F. The catalyst is C(Cl)Cl.O. The product is [S:11]([N:21]1[C:25]2=[N:26][CH:27]=[C:28]([CH2:30][NH:31][C:45]([C@@H:41]3[CH2:42][CH2:43][CH2:44][N:39]([C:32]([O:34][C:35]([CH3:38])([CH3:37])[CH3:36])=[O:33])[CH2:40]3)=[O:46])[N:29]=[C:24]2[CH:23]=[CH:22]1)([C:14]1[CH:15]=[CH:16][C:17]([CH3:18])=[CH:19][CH:20]=1)(=[O:12])=[O:13]. The yield is 0.940. (2) The reactants are [CH3:1][C:2]1[CH:3]=[C:4]2[C:9](=[CH:10][CH:11]=1)[N:8]=[C:7]([C:12]1[CH:17]=[CH:16][N:15]=[CH:14][CH:13]=1)[CH:6]=[C:5]2[C:18]([N:20]1[CH2:25][CH2:24][NH:23][CH2:22][CH2:21]1)=[O:19].[O:26]1[C:31]2[CH:32]=[CH:33][C:34]([CH:36]=O)=[CH:35][C:30]=2[O:29][CH2:28][CH2:27]1.C(O[BH-](OC(=O)C)OC(=O)C)(=O)C.[Na+]. The catalyst is ClCCl.CN(C)C=O.C(O)(=O)C. The product is [O:26]1[C:31]2[CH:32]=[CH:33][C:34]([CH2:36][N:23]3[CH2:24][CH2:25][N:20]([C:18]([C:5]4[C:4]5[C:9](=[CH:10][CH:11]=[C:2]([CH3:1])[CH:3]=5)[N:8]=[C:7]([C:12]5[CH:13]=[CH:14][N:15]=[CH:16][CH:17]=5)[CH:6]=4)=[O:19])[CH2:21][CH2:22]3)=[CH:35][C:30]=2[O:29][CH2:28][CH2:27]1. The yield is 0.450. (3) The product is [CH3:1][O:2][C:3]1[CH:8]=[CH:7][CH:6]=[CH:5][C:4]=1[C:9]1[C:17]2[C:12](=[N:13][CH:14]=[C:15]([C:18]3[CH:26]=[C:22]([C:23]([N:34]4[CH2:33][CH2:30][CH2:31][CH2:32]4)=[O:24])[CH:21]=[N:20][CH:19]=3)[CH:16]=2)[NH:11][N:10]=1. The yield is 0.0600. The catalyst is CN(C=O)C.CN(C1C=CN=CC=1)C. The reactants are [CH3:1][O:2][C:3]1[CH:8]=[CH:7][CH:6]=[CH:5][C:4]=1[C:9]1[C:17]2[C:12](=[N:13][CH:14]=[C:15]([C:18]3[CH:19]=[N:20][CH:21]=[C:22]([CH:26]=3)[C:23](O)=[O:24])[CH:16]=2)[NH:11][N:10]=1.C1[CH:32]=[CH:31][C:30]([CH2:33][NH:34]S(C2C=CC3N=NN(O)C=3C=2)(=O)=O)=CC=1.Cl.CCN=C=NCCCN(C)C.N1CCCC1. (4) The reactants are [C:1]([N:4]1[C:13]2[C:8](=[CH:9][CH:10]=[CH:11][CH:12]=2)[C:7](=O)[CH2:6][CH:5]1[CH3:15])(=[O:3])[CH3:2].[CH:16]([O:19][C:20]1[CH:26]=[CH:25][C:23]([NH2:24])=[CH:22][CH:21]=1)([CH3:18])[CH3:17].[ClH:27]. No catalyst specified. The product is [C:1]([N:4]1[C:13]2[C:8](=[CH:9][CH:10]=[CH:11][CH:12]=2)[C@H:7]([NH:24][C:23]2[CH:22]=[CH:21][C:20]([O:19][CH:16]([CH3:18])[CH3:17])=[CH:26][CH:25]=2)[CH2:6][C@@H:5]1[CH3:15])(=[O:3])[CH3:2].[ClH:27]. The yield is 0.470. (5) The reactants are [Li]CCCC.[Si]([CH:10]=[N+:11]=[N-:12])(C)(C)C.[O:13]=[C:14]1[N:18]([C:19]([O:21][C:22]([CH3:25])([CH3:24])[CH3:23])=[O:20])[C@H:17]([C:26]([O:28][CH2:29][CH3:30])=[O:27])[CH2:16][CH2:15]1. The catalyst is C1COCC1. The product is [C:22]([O:21][C:19]([NH:18][C@@H:17]([CH2:16][CH2:15][C:14](=[O:13])[CH:10]=[N+:11]=[N-:12])[C:26]([O:28][CH2:29][CH3:30])=[O:27])=[O:20])([CH3:23])([CH3:25])[CH3:24]. The yield is 0.750.